Dataset: Full USPTO retrosynthesis dataset with 1.9M reactions from patents (1976-2016). Task: Predict the reactants needed to synthesize the given product. Given the product [O:29]=[C:20]1[C:21]2[C:26](=[CH:25][CH:24]=[CH:23][CH:22]=2)[C:27](=[O:28])[N:19]1[CH2:14][CH2:15][CH2:16][C:17]#[C:18][C:2]1[C:7]([C:8]([O:10][CH3:11])=[O:9])=[C:6]([O:12][CH3:13])[N:5]=[CH:4][CH:3]=1, predict the reactants needed to synthesize it. The reactants are: I[C:2]1[C:7]([C:8]([O:10][CH3:11])=[O:9])=[C:6]([O:12][CH3:13])[N:5]=[CH:4][CH:3]=1.[CH2:14]([N:19]1[C:27](=[O:28])[C:26]2[C:21](=[CH:22][CH:23]=[CH:24][CH:25]=2)[C:20]1=[O:29])[CH2:15][CH2:16][C:17]#[CH:18].C(N(CC)CC)C.C([O-])([O-])=O.[K+].[K+].